Dataset: Full USPTO retrosynthesis dataset with 1.9M reactions from patents (1976-2016). Task: Predict the reactants needed to synthesize the given product. (1) Given the product [C:1]([C:5]1[CH:9]=[C:8]([NH:10][C:19](=[O:26])[O:20][CH2:21][C:22]([Cl:25])([Cl:24])[Cl:23])[N:7]([C:11]2[CH:16]=[CH:15][CH:14]=[CH:13][CH:12]=2)[N:6]=1)([CH3:4])([CH3:2])[CH3:3], predict the reactants needed to synthesize it. The reactants are: [C:1]([C:5]1[CH:9]=[C:8]([NH2:10])[N:7]([C:11]2[CH:16]=[CH:15][CH:14]=[CH:13][CH:12]=2)[N:6]=1)([CH3:4])([CH3:3])[CH3:2].[OH-].[Na+].[C:19](Cl)(=[O:26])[O:20][CH2:21][C:22]([Cl:25])([Cl:24])[Cl:23]. (2) Given the product [CH3:27][O:28][C:29]([C:31]1[O:40][C:34]2=[N:35][CH:36]=[CH:37][C:38]([O:26][C:23]3[CH:24]=[CH:25][C:20]([N+:17]([O-:19])=[O:18])=[CH:21][CH:22]=3)=[C:33]2[CH:32]=1)=[O:30], predict the reactants needed to synthesize it. The reactants are: CN1CCCC1=O.C(N(C(C)C)CC)(C)C.[N+:17]([C:20]1[CH:25]=[CH:24][C:23]([OH:26])=[CH:22][CH:21]=1)([O-:19])=[O:18].[CH3:27][O:28][C:29]([C:31]1[O:40][C:34]2=[N:35][CH:36]=[CH:37][C:38](Cl)=[C:33]2[CH:32]=1)=[O:30]. (3) Given the product [Cl:14][C:10]1[CH:9]=[C:8]([NH:7][C:4]2[C:3]([C:15]([NH2:17])=[O:16])=[C:2]([N:1]=[CH:25][C:24]3[CH:27]=[CH:28][CH:29]=[C:22]([O:21][CH2:20][CH2:19][OH:18])[CH:23]=3)[NH:6][N:5]=2)[CH:13]=[CH:12][CH:11]=1, predict the reactants needed to synthesize it. The reactants are: [NH2:1][C:2]1[NH:6][N:5]=[C:4]([NH:7][C:8]2[CH:13]=[CH:12][CH:11]=[C:10]([Cl:14])[CH:9]=2)[C:3]=1[C:15]([NH2:17])=[O:16].[OH:18][CH2:19][CH2:20][O:21][C:22]1[CH:23]=[C:24]([CH:27]=[CH:28][CH:29]=1)[CH:25]=O.